Dataset: Forward reaction prediction with 1.9M reactions from USPTO patents (1976-2016). Task: Predict the product of the given reaction. (1) Given the reactants [Cl:1][C:2]1[CH:8]=[CH:7][C:5]([OH:6])=[CH:4][C:3]=1[OH:9].[CH3:10][O:11][C:12]1[CH:13]=[C:14]([CH2:18][C:19]([OH:21])=O)[CH:15]=[CH:16][CH:17]=1.P(Cl)(Cl)(Cl)(Cl)Cl.[CH3:28]N(C=O)C, predict the reaction product. The product is: [Cl:1][C:2]1[CH:8]=[C:7]2[C:5](=[CH:4][C:3]=1[OH:9])[O:6][CH:28]=[C:18]([C:14]1[CH:15]=[CH:16][CH:17]=[C:12]([O:11][CH3:10])[CH:13]=1)[C:19]2=[O:21]. (2) The product is: [Cl:1][C:2]1[CH:7]=[CH:6][C:5]([CH3:8])=[CH:4][C:3]=1[C:9]1[O:10][C:11]2[C:16]([C:17](=[O:19])[CH:18]=1)=[C:15]([OH:20])[CH:14]=[C:13]([OH:22])[C:12]=2[C@@H:24]1[CH2:28][CH2:27][N:26]([CH3:29])[C@H:25]1[CH2:30][OH:31]. Given the reactants [Cl:1][C:2]1[CH:7]=[CH:6][C:5]([CH3:8])=[CH:4][C:3]=1[C:9]1[O:10][C:11]2[C:16]([C:17](=[O:19])[CH:18]=1)=[C:15]([O:20]C)[CH:14]=[C:13]([O:22]C)[C:12]=2[C@@H:24]1[CH2:28][CH2:27][N:26]([CH3:29])[C@H:25]1[CH2:30][OH:31].Cl.N1C=CC=CC=1, predict the reaction product. (3) Given the reactants [N:1]1([C:6]2[CH:11]=[CH:10][CH:9]=[CH:8][N:7]=2)[CH:5]=[CH:4][N:3]=[N:2]1.C([Li])CCC.[Br:17]Br, predict the reaction product. The product is: [Br:17][C:5]1[N:1]([C:6]2[CH:11]=[CH:10][CH:9]=[CH:8][N:7]=2)[N:2]=[N:3][CH:4]=1.